The task is: Predict which catalyst facilitates the given reaction.. This data is from Catalyst prediction with 721,799 reactions and 888 catalyst types from USPTO. (1) Reactant: Cl[C:2]1[CH:7]=[C:6]([N:8]2[CH2:13][CH2:12][O:11][CH2:10][CH2:9]2)[N:5]=[C:4]([N:14]2[C:18]3[CH:19]=[CH:20][CH:21]=[CH:22][C:17]=3[N:16]=[C:15]2[CH:23]([F:25])[F:24])[N:3]=1.[CH3:26][N:27]([CH3:36])[CH2:28][CH2:29][CH:30]1[CH2:35][CH2:34][NH:33][CH2:32][CH2:31]1.C(=O)([O-])[O-].[Na+].[Na+]. Product: [F:25][CH:23]([F:24])[C:15]1[N:14]([C:4]2[N:3]=[C:2]([N:33]3[CH2:34][CH2:35][CH:30]([CH2:29][CH2:28][N:27]([CH3:26])[CH3:36])[CH2:31][CH2:32]3)[CH:7]=[C:6]([N:8]3[CH2:13][CH2:12][O:11][CH2:10][CH2:9]3)[N:5]=2)[C:18]2[CH:19]=[CH:20][CH:21]=[CH:22][C:17]=2[N:16]=1. The catalyst class is: 3. (2) Reactant: [CH3:1][C@@H:2]1[C@H:6]([C:7]2[CH:12]=[CH:11][CH:10]=[CH:9][CH:8]=2)[O:5][C:4](=[O:13])[NH:3]1.C([Li])CCC.[Cl:19][C:20]1[CH:25]=[CH:24][C:23]([CH2:26][CH2:27][C:28](Cl)=[O:29])=[CH:22][CH:21]=1. Product: [Cl:19][C:20]1[CH:21]=[CH:22][C:23]([CH2:26][CH2:27][C:28]([N:3]2[C@H:2]([CH3:1])[C@H:6]([C:7]3[CH:12]=[CH:11][CH:10]=[CH:9][CH:8]=3)[O:5][C:4]2=[O:13])=[O:29])=[CH:24][CH:25]=1. The catalyst class is: 7. (3) Reactant: [C:1]([C:3]1[CH:19]=[CH:18][C:6]([O:7][C:8]2[CH:9]=[CH:10][C:11]3[B:15]([OH:16])[O:14][CH2:13][C:12]=3[CH:17]=2)=[CH:5][C:4]=1[OH:20])#[N:2].I[CH3:22].[H-].[Na+].Cl. Product: [C:1]([C:3]1[CH:19]=[CH:18][C:6]([O:7][C:8]2[CH:9]=[CH:10][C:11]3[B:15]([OH:16])[O:14][CH2:13][C:12]=3[CH:17]=2)=[CH:5][C:4]=1[O:20][CH3:22])#[N:2]. The catalyst class is: 6. (4) The catalyst class is: 59. Reactant: [F:1][C:2]([F:13])([F:12])[C:3]1[CH:11]=[CH:10][CH:9]=[CH:8][C:4]=1[C:5]([OH:7])=O.C(Cl)(=O)C(Cl)=O.[CH2:20]([NH:22][CH2:23][CH3:24])[CH3:21]. Product: [CH2:20]([N:22]([CH2:23][CH3:24])[C:5](=[O:7])[C:4]1[CH:8]=[CH:9][CH:10]=[CH:11][C:3]=1[C:2]([F:1])([F:13])[F:12])[CH3:21].